Dataset: Peptide-MHC class II binding affinity with 134,281 pairs from IEDB. Task: Regression. Given a peptide amino acid sequence and an MHC pseudo amino acid sequence, predict their binding affinity value. This is MHC class II binding data. (1) The peptide sequence is GELQIVDKILAAFKI. The MHC is DRB1_0401 with pseudo-sequence DRB1_0401. The binding affinity (normalized) is 0.629. (2) The peptide sequence is TSKLDAAYKLAYKTA. The MHC is HLA-DQA10501-DQB10201 with pseudo-sequence HLA-DQA10501-DQB10201. The binding affinity (normalized) is 0.125. (3) The peptide sequence is QKLIEDVNASFRAAM. The MHC is DRB1_0901 with pseudo-sequence DRB1_0901. The binding affinity (normalized) is 0.565. (4) The peptide sequence is YGIFQSTFLGASQRG. The MHC is DRB4_0103 with pseudo-sequence DRB4_0103. The binding affinity (normalized) is 0.560. (5) The peptide sequence is SWEYWGAQLNAMKPD. The MHC is HLA-DPA10103-DPB10301 with pseudo-sequence HLA-DPA10103-DPB10301. The binding affinity (normalized) is 0.162.